This data is from Catalyst prediction with 721,799 reactions and 888 catalyst types from USPTO. The task is: Predict which catalyst facilitates the given reaction. (1) The catalyst class is: 18. Reactant: [CH2:1]([SH:3])[CH3:2].[H-].[Na+].CS(O[C:11]1[CH:16]=[CH:15][CH:14]=[C:13]([C:17]2[S:18][C:19]3[CH:27]=[CH:26][CH:25]=[CH:24][C:20]=3[C:21](=[O:23])[N:22]=2)[N:12]=1)(=O)=O.[C:28](OCC)(=O)C. Product: [CH2:1]([S:3][CH2:28][C:11]1[N:12]=[C:13]([C:17]2[S:18][C:19]3[CH:27]=[CH:26][CH:25]=[CH:24][C:20]=3[C:21](=[O:23])[N:22]=2)[CH:14]=[CH:15][CH:16]=1)[CH3:2]. (2) Reactant: [C:1]([C:5]1[CH:13]=[CH:12][C:8]([C:9](Cl)=O)=[CH:7][CH:6]=1)([CH3:4])([CH3:3])[CH3:2].[C:14]1([NH:20][C:21]2[CH:26]=[CH:25][CH:24]=[CH:23][C:22]=2[NH2:27])[CH:19]=[CH:18][CH:17]=[CH:16][CH:15]=1.CN1CCCC1=O.O. Product: [C:14]1([N:20]2[C:21]3[CH:26]=[CH:25][CH:24]=[CH:23][C:22]=3[N:27]=[C:9]2[C:8]2[CH:12]=[CH:13][C:5]([C:1]([CH3:4])([CH3:3])[CH3:2])=[CH:6][CH:7]=2)[CH:15]=[CH:16][CH:17]=[CH:18][CH:19]=1. The catalyst class is: 4. (3) Reactant: [Si:1]([O:8][C@@H:9]([C@@H:11]1[C@@H:14]([C@@H:15]([CH3:34])[C:16]([C:18]2[S:22][C:21]3=[C:23]([C:26]([C:28]4[CH:29]=[N:30][CH:31]=[CH:32][CH:33]=4)=[O:27])[N:24]=[CH:25][N:20]3[CH:19]=2)=O)[N:13]([C:35]([C:55]([O:57][CH2:58][C:59]2[CH:64]=[CH:63][C:62]([N+:65]([O-:67])=[O:66])=[CH:61][CH:60]=2)=[O:56])=P(C2C=CC=CC=2)(C2C=CC=CC=2)C2C=CC=CC=2)[C:12]1=[O:68])[CH3:10])([C:4]([CH3:7])([CH3:6])[CH3:5])([CH3:3])[CH3:2]. Product: [Si:1]([O:8][C@@H:9]([C@H:11]1[C:12](=[O:68])[N:13]2[C:35]([C:55]([O:57][CH2:58][C:59]3[CH:64]=[CH:63][C:62]([N+:65]([O-:67])=[O:66])=[CH:61][CH:60]=3)=[O:56])=[C:16]([C:18]3[S:22][C:21]4=[C:23]([C:26]([C:28]5[CH:29]=[N:30][CH:31]=[CH:32][CH:33]=5)=[O:27])[N:24]=[CH:25][N:20]4[CH:19]=3)[C@H:15]([CH3:34])[C@H:14]12)[CH3:10])([C:4]([CH3:6])([CH3:5])[CH3:7])([CH3:2])[CH3:3]. The catalyst class is: 11. (4) Reactant: [F:1][C:2]([F:31])([F:30])[C:3]1[CH:4]=[C:5]([C:13]2[N:17]=[CH:16][N:15](/[CH:18]=[CH:19]\[C:20]([NH:22][CH2:23][C:24]3[CH:25]=[N:26][CH:27]=[N:28][CH:29]=3)=[O:21])[N:14]=2)[CH:6]=[C:7]([C:9]([F:12])([F:11])[F:10])[CH:8]=1.[CH2:32]1COCC1.[H-].[Na+].CI. Product: [F:12][C:9]([F:11])([F:10])[C:7]1[CH:6]=[C:5]([C:13]2[N:17]=[CH:16][N:15](/[CH:18]=[CH:19]\[C:20]([N:22]([CH3:32])[CH2:23][C:24]3[CH:29]=[N:28][CH:27]=[N:26][CH:25]=3)=[O:21])[N:14]=2)[CH:4]=[C:3]([C:2]([F:30])([F:1])[F:31])[CH:8]=1. The catalyst class is: 98. (5) Reactant: [CH3:1][C:2]1[N:7]([C:8]2[CH:13]=[CH:12][CH:11]=[C:10]([C:14]([F:17])([F:16])[F:15])[CH:9]=2)[C:6](=[O:18])[C:5]([C:19]([OH:21])=O)=[CH:4][C:3]=1[C:22]1[N:23]([CH3:27])[N:24]=[CH:25][CH:26]=1.CN(C(O[N:36]1N=[N:43][C:38]2C=CC=C[C:37]1=2)=[N+](C)C)C.F[P-](F)(F)(F)(F)F.CCN(C(C)C)C(C)C.Cl.NCC#N. Product: [C:37]([CH2:38][NH:43][C:19]([C:5]1[C:6](=[O:18])[N:7]([C:8]2[CH:13]=[CH:12][CH:11]=[C:10]([C:14]([F:17])([F:15])[F:16])[CH:9]=2)[C:2]([CH3:1])=[C:3]([C:22]2[N:23]([CH3:27])[N:24]=[CH:25][CH:26]=2)[CH:4]=1)=[O:21])#[N:36]. The catalyst class is: 12. (6) Reactant: [N:1]1([CH2:7][C:8]2[CH:9]=[C:10]3[C:14](=[CH:15][CH:16]=2)[NH:13][C:12]([C:17]2[C:25]4[C:20](=[CH:21][CH:22]=[C:23]([C:26](O)=[O:27])[CH:24]=4)[NH:19][N:18]=2)=[CH:11]3)[CH2:6][CH2:5][CH2:4][CH2:3][CH2:2]1.[CH2:29]([NH2:32])[CH2:30][NH2:31].C1CN([P+](ON2N=NC3C=CC=CC2=3)(N2CCCC2)N2CCCC2)CC1.F[P-](F)(F)(F)(F)F.C(N(C(C)C)CC)(C)C. Product: [NH2:31][CH2:30][CH2:29][NH:32][C:26]([C:23]1[CH:24]=[C:25]2[C:20](=[CH:21][CH:22]=1)[NH:19][N:18]=[C:17]2[C:12]1[NH:13][C:14]2[C:10]([CH:11]=1)=[CH:9][C:8]([CH2:7][N:1]1[CH2:6][CH2:5][CH2:4][CH2:3][CH2:2]1)=[CH:16][CH:15]=2)=[O:27]. The catalyst class is: 3. (7) Reactant: [CH2:1]([N:8]1[CH:12]=[C:11](I)[CH:10]=[N:9]1)[C:2]1[CH:7]=[CH:6][CH:5]=[CH:4][CH:3]=1.C([Mg]Cl)(C)C.CN([CH:22]=[O:23])C. Product: [CH2:1]([N:8]1[CH:12]=[C:11]([CH:22]=[O:23])[CH:10]=[N:9]1)[C:2]1[CH:7]=[CH:6][CH:5]=[CH:4][CH:3]=1. The catalyst class is: 1.